From a dataset of Forward reaction prediction with 1.9M reactions from USPTO patents (1976-2016). Predict the product of the given reaction. (1) Given the reactants [CH2:1]([NH:7][C:8]1[C:9]([NH2:16])=[CH:10][C:11]([CH3:15])=[C:12]([CH3:14])[CH:13]=1)[CH2:2][CH2:3][CH2:4][CH2:5][CH3:6].O.[NH:18]1[C:26](=[O:27])[C:24](=O)[C:22](=O)[NH:21][C:19]1=[O:20].B(O)(O)O, predict the reaction product. The product is: [CH2:1]([N:7]1[C:22]2[C:24]([C:26](=[O:27])[NH:18][C:19](=[O:20])[N:21]=2)=[N:16][C:9]2[CH:10]=[C:11]([CH3:15])[C:12]([CH3:14])=[CH:13][C:8]1=2)[CH2:2][CH2:3][CH2:4][CH2:5][CH3:6]. (2) Given the reactants [C:9](O[C:9]([O:11][C:12]([CH3:15])([CH3:14])[CH3:13])=[O:10])([O:11][C:12]([CH3:15])([CH3:14])[CH3:13])=[O:10].[NH:16]1[CH2:21][CH2:20][CH:19]([C:22]([OH:24])=[O:23])[CH2:18][CH2:17]1.C(=O)([O-])[O-].[Na+].[Na+].O1CCOCC1, predict the reaction product. The product is: [C:12]([O:11][C:9]([N:16]1[CH2:21][CH2:20][CH:19]([C:22]([OH:24])=[O:23])[CH2:18][CH2:17]1)=[O:10])([CH3:13])([CH3:14])[CH3:15]. (3) Given the reactants [C:1]([C:6]1[CH:15]=[CH:14][CH:13]=[CH:12][C:7]=1[C:8]([O:10]C)=[O:9])#[C:2][CH2:3][CH2:4][CH3:5].[I:16]I.C(=O)(O)[O-].[Na+], predict the reaction product. The product is: [I:16][C:1]1[C:6]2[C:7](=[CH:12][CH:13]=[CH:14][CH:15]=2)[C:8](=[O:10])[O:9][C:2]=1[CH2:3][CH2:4][CH3:5]. (4) The product is: [C:2]([C:5]1[CH:10]([CH2:11][CH:12]2[CH2:21][CH2:20][C:19]3[C:14](=[CH:15][CH:16]=[C:17]([O:22][CH3:23])[CH:18]=3)[C:13]2=[O:24])[CH:9]=[CH:8][N:7]([CH2:25][C:26]2[CH:31]=[CH:30][C:29]([F:32])=[CH:28][CH:27]=2)[CH:6]=1)(=[O:4])[CH3:3]. Given the reactants [Br-].[C:2]([C:5]1[CH:6]=[N+:7]([CH2:25][C:26]2[CH:31]=[CH:30][C:29]([F:32])=[CH:28][CH:27]=2)[CH:8]=[CH:9][C:10]=1[CH2:11][CH:12]1[CH2:21][CH2:20][C:19]2[C:14](=[CH:15][CH:16]=[C:17]([O:22][CH3:23])[CH:18]=2)[C:13]1=[O:24])(=[O:4])[CH3:3].C1C(C(N)=O)=CN(CC2C=CC=CC=2)C=C1, predict the reaction product. (5) Given the reactants [NH:1]1[CH2:6][CH2:5][CH2:4][C@H:3]([NH:7][C:8](=[O:14])[O:9][C:10]([CH3:13])([CH3:12])[CH3:11])[CH2:2]1.CN(C[C@H]1CCCN1)C(=O)O[C:19](C)(C)[CH3:20].C(I)C, predict the reaction product. The product is: [CH2:19]([N:7]([C@H:3]1[CH2:4][CH2:5][CH2:6][NH:1][CH2:2]1)[C:8](=[O:14])[O:9][C:10]([CH3:11])([CH3:13])[CH3:12])[CH3:20]. (6) Given the reactants [C:1]([O:5][C:6]([N:8]1[CH2:15][CH:14]2[N:16]([C:17]([O:19][C:20]([CH3:23])([CH3:22])[CH3:21])=[O:18])[CH:10]([CH2:11][C:12]([C:39]3[S:40][CH:41]=[C:42]([CH2:44][CH2:45][CH2:46][O:47][Si](C(C)(C)C)(C)C)[N:43]=3)=[C:13]2[C:24](=[O:38])[N:25]([CH:35]2[CH2:37][CH2:36]2)[CH2:26][C:27]2[CH:32]=[CH:31][CH:30]=[C:29]([Cl:33])[C:28]=2[Cl:34])[CH2:9]1)=[O:7])([CH3:4])([CH3:3])[CH3:2].CCCC[N+](CCCC)(CCCC)CCCC.[F-], predict the reaction product. The product is: [C:1]([O:5][C:6]([N:8]1[CH2:15][CH:14]2[N:16]([C:17]([O:19][C:20]([CH3:23])([CH3:22])[CH3:21])=[O:18])[CH:10]([CH2:11][C:12]([C:39]3[S:40][CH:41]=[C:42]([CH2:44][CH2:45][CH2:46][OH:47])[N:43]=3)=[C:13]2[C:24](=[O:38])[N:25]([CH:35]2[CH2:36][CH2:37]2)[CH2:26][C:27]2[CH:32]=[CH:31][CH:30]=[C:29]([Cl:33])[C:28]=2[Cl:34])[CH2:9]1)=[O:7])([CH3:4])([CH3:2])[CH3:3]. (7) Given the reactants [CH3:1][O:2][C:3]1[CH:4]=[C:5]2[C:10](=[CH:11][CH:12]=1)[CH2:9][CH:8]([NH2:13])[CH2:7][CH2:6]2.C(N(CC)CC)C.[F:21][C:22]1[CH:30]=[CH:29][C:25]([C:26](Cl)=[O:27])=[CH:24][CH:23]=1.O, predict the reaction product. The product is: [F:21][C:22]1[CH:30]=[CH:29][C:25]([C:26]([NH:13][CH:8]2[CH2:7][CH2:6][C:5]3[C:10](=[CH:11][CH:12]=[C:3]([O:2][CH3:1])[CH:4]=3)[CH2:9]2)=[O:27])=[CH:24][CH:23]=1.